The task is: Predict which catalyst facilitates the given reaction.. This data is from Catalyst prediction with 721,799 reactions and 888 catalyst types from USPTO. (1) Reactant: [NH:1]1[CH2:6][CH2:5][CH2:4][CH2:3][CH2:2]1.CN(C)C=O.Cl[C:13]1[CH:18]=[CH:17][C:16]([CH3:19])=[CH:15][C:14]=1[N+:20]([O-:22])=[O:21]. Product: [CH3:19][C:16]1[CH:17]=[CH:18][C:13]([N:1]2[CH2:6][CH2:5][CH2:4][CH2:3][CH2:2]2)=[C:14]([N+:20]([O-:22])=[O:21])[CH:15]=1. The catalyst class is: 6. (2) The catalyst class is: 381. Product: [NH2:15][C:13]1[CH:12]=[C:11]([NH:18][C:19](=[O:21])[CH3:20])[CH:10]=[C:9]([C:3]2[CH:4]=[CH:5][C:6]([F:8])=[CH:7][C:2]=2[F:1])[CH:14]=1. Reactant: [F:1][C:2]1[CH:7]=[C:6]([F:8])[CH:5]=[CH:4][C:3]=1[C:9]1[CH:14]=[C:13]([N+:15]([O-])=O)[CH:12]=[C:11]([NH:18][C:19](=[O:21])[CH3:20])[CH:10]=1. (3) Reactant: Cl[C:2]1[N:3]=[C:4]([N:15]2[CH2:20][CH2:19][O:18][CH2:17][CH2:16]2)[C:5]2[S:10][C:9]3[N:11]=[CH:12][CH:13]=[CH:14][C:8]=3[C:6]=2[N:7]=1.[NH:21]1[C:29]2[CH:28]=[CH:27][CH:26]=[C:25](B(O)O)[C:24]=2[CH:23]=[CH:22]1.C(=O)([O-])O.[Na+].C(O)C. Product: [NH:21]1[C:29]2[C:24](=[C:25]([C:2]3[N:3]=[C:4]([N:15]4[CH2:20][CH2:19][O:18][CH2:17][CH2:16]4)[C:5]4[S:10][C:9]5[N:11]=[CH:12][CH:13]=[CH:14][C:8]=5[C:6]=4[N:7]=3)[CH:26]=[CH:27][CH:28]=2)[CH:23]=[CH:22]1. The catalyst class is: 226. (4) Reactant: [CH2:1]([O:3][C:4](=[O:20])[C:5](=[O:19])[CH2:6][C:7]1([C:10]2[CH:15]=[CH:14][CH:13]=[C:12]([F:16])[C:11]=2[O:17][CH3:18])[CH2:9][CH2:8]1)[CH3:2].[F:21][C:22]([Si](C)(C)C)([F:24])[F:23].C(=O)([O-])[O-].[Cs+].[Cs+].O. Product: [CH2:1]([O:3][C:4](=[O:20])[C:5]([OH:19])([C:22]([F:24])([F:23])[F:21])[CH2:6][C:7]1([C:10]2[CH:15]=[CH:14][CH:13]=[C:12]([F:16])[C:11]=2[O:17][CH3:18])[CH2:9][CH2:8]1)[CH3:2]. The catalyst class is: 3. (5) Reactant: [CH3:1][N:2]([CH3:12])[C:3]1[CH:9]=[CH:8][C:6]([NH2:7])=[CH:5][C:4]=1[O:10][CH3:11].[N:13]([C:16]1[C:21]([F:22])=[C:20]([F:23])[C:19]([S:24](Cl)(=[O:26])=[O:25])=[C:18]([F:28])[C:17]=1[F:29])=[N+:14]=[N-:15]. Product: [N:13]([C:16]1[C:21]([F:22])=[C:20]([F:23])[C:19]([S:24]([NH:7][C:6]2[CH:8]=[CH:9][C:3]([N:2]([CH3:12])[CH3:1])=[C:4]([O:10][CH3:11])[CH:5]=2)(=[O:26])=[O:25])=[C:18]([F:28])[C:17]=1[F:29])=[N+:14]=[N-:15]. The catalyst class is: 5. (6) Reactant: [Br:1][C:2]1[CH:7]=[CH:6][C:5]([C:8]2[O:9][CH:10]=[C:11]([CH2:13]Cl)[N:12]=2)=[CH:4][CH:3]=1.[NH:15]1[CH2:19][CH2:18][CH2:17][CH2:16]1. Product: [Br:1][C:2]1[CH:7]=[CH:6][C:5]([C:8]2[O:9][CH:10]=[C:11]([CH2:13][N:15]3[CH2:19][CH2:18][CH2:17][CH2:16]3)[N:12]=2)=[CH:4][CH:3]=1. The catalyst class is: 7.